This data is from Forward reaction prediction with 1.9M reactions from USPTO patents (1976-2016). The task is: Predict the product of the given reaction. (1) Given the reactants [NH3:1].[NH4+].[C:3](=[O:6])([OH:5])[O-:4].[C:7](=[O:10])([O-])[O-:8].C(=O)=O, predict the reaction product. The product is: [C:3](=[O:4])([OH:6])[O-:5].[C:7](=[O:10])([O-:8])[NH2:1].[NH4+:1]. (2) The product is: [NH2:1][C:2]1[N:7]=[C:6]([NH:8][CH2:9][CH2:10][NH:11][C:12]2[N:17]=[C:16]([C:18]3[CH:23]=[CH:22][C:21]([Cl:24])=[CH:20][C:19]=3[Cl:25])[C:15]([NH:26][C:27](=[S:42])[CH3:28])=[CH:14][N:13]=2)[CH:5]=[CH:4][C:3]=1[N+:30]([O-:32])=[O:31]. Given the reactants [NH2:1][C:2]1[N:7]=[C:6]([NH:8][CH2:9][CH2:10][NH:11][C:12]2[N:17]=[C:16]([C:18]3[CH:23]=[CH:22][C:21]([Cl:24])=[CH:20][C:19]=3[Cl:25])[C:15]([NH:26][C:27](=O)[CH3:28])=[CH:14][N:13]=2)[CH:5]=[CH:4][C:3]=1[N+:30]([O-:32])=[O:31].COC1C=CC(P2(SP(C3C=CC(OC)=CC=3)(=S)S2)=[S:42])=CC=1, predict the reaction product. (3) Given the reactants [O-:1][N+:2]1[O:6][N:5]=[C:4]([O:7][CH2:8][CH2:9][C:10]([OH:12])=O)[C:3]=1[S:13]([C:16]1[CH:21]=[CH:20][CH:19]=[CH:18][CH:17]=1)(=[O:15])=[O:14].[NH2:22][C@H:23]([C:29]([OH:31])=[O:30])[CH2:24][CH2:25][C:26]([OH:28])=[O:27].[C:32]([ClH]C(C)(C)C)([CH3:35])([CH3:34])[CH3:33].CCN=C=N[CH2:46][CH2:47][CH2:48]N(C)C.[CH3:52]CN(C(C)C)C(C)C.C1C=CC2N(O)N=NC=2C=1, predict the reaction product. The product is: [O-:1][N+:2]1[O:6][N:5]=[C:4]([O:7][CH2:8][CH2:9][C:10]([NH:22][C@@H:23]([CH2:24][CH2:25][C:26]([O:28][C:47]([CH3:48])([CH3:52])[CH3:46])=[O:27])[C:29]([O:31][C:32]([CH3:35])([CH3:34])[CH3:33])=[O:30])=[O:12])[C:3]=1[S:13]([C:16]1[CH:21]=[CH:20][CH:19]=[CH:18][CH:17]=1)(=[O:15])=[O:14]. (4) Given the reactants [NH2:1][C:2]([CH:4]1[CH2:9][CH2:8][N:7]([C:10]([O:12][C:13]2[CH:18]=[CH:17][C:16]([CH2:19][C@H:20]([NH:24][C:25](=[O:43])[C@@H:26]([NH:31][C:32](=[O:42])[CH2:33][O:34][C:35]3[CH:40]=[CH:39][CH:38]=[CH:37][C:36]=3[CH3:41])[CH2:27][CH:28]([CH3:30])[CH3:29])[C:21]([OH:23])=[O:22])=[CH:15][CH:14]=2)=[O:11])[CH2:6][CH2:5]1)=[O:3].C(=O)([O-])[O-].[K+:48].[K+].C(#N)C, predict the reaction product. The product is: [K+:48].[NH2:1][C:2]([CH:4]1[CH2:9][CH2:8][N:7]([C:10]([O:12][C:13]2[CH:18]=[CH:17][C:16]([CH2:19][C@H:20]([NH:24][C:25](=[O:43])[C@@H:26]([NH:31][C:32](=[O:42])[CH2:33][O:34][C:35]3[CH:40]=[CH:39][CH:38]=[CH:37][C:36]=3[CH3:41])[CH2:27][CH:28]([CH3:30])[CH3:29])[C:21]([O-:23])=[O:22])=[CH:15][CH:14]=2)=[O:11])[CH2:6][CH2:5]1)=[O:3]. (5) Given the reactants [CH3:1][C:2]([CH3:83])([CH3:82])[C@H:3]([NH:75][C:76](=[O:81])[C@@H:77]([NH:79][CH3:80])[CH3:78])[C:4]([N:6]1[C@H:10]([C:11](=[O:23])[NH:12][C@H:13]2[C:22]3[C:17](=[CH:18][CH:19]=[CH:20][CH:21]=3)[CH2:16][CH2:15][CH2:14]2)[CH2:9][C@H:8]([NH:24][C:25]([C:27]2[CH:74]=[CH:73][C:30](COC3C=CC(C[C@H](NC(=O)[C@@H](NC)C)C(N4[C@H](C(N[C@H]5C6C(=CC=CC=6)CCC5)=O)CC5C(=CC=CC=5)C4)=O)=CC=3)=[CH:29][CH:28]=2)=[O:26])[CH2:7]1)=[O:5].C(O[C:89]([N:91](C)[C@@H:92]([CH3:139])[C:93]([NH:95][C@H:96]([C:114](=[O:138])[N:115]1[C@H:124]([C:125](=[O:137])[NH:126][C@H:127]2[C:136]3[C:131](=[CH:132][CH:133]=[CH:134][CH:135]=3)[CH2:130][CH2:129][CH2:128]2)[CH2:123][C:122]2[C:117](=[CH:118][CH:119]=[CH:120][CH:121]=2)[CH2:116]1)[CH2:97][C:98]1[CH:113]=[CH:112][C:101]([O:102]C2C=CC(C(O)=O)=CC=2)=[CH:100][CH:99]=1)=[O:94])=O)(C)(C)C.N[C@@H]1CN(C(=O)[C@@H](NC(=O)[C@@H](N(C)C(=O)OC(C)(C)C)C)C(C)(C)C)[C@H](C(=O)N[C@H]2C3C(=CC=CC=3)CCC2)C1, predict the reaction product. The product is: [CH3:83][C:2]([CH3:82])([CH3:1])[C@H:3]([NH:75][C:76](=[O:81])[C@@H:77]([NH:79][CH3:80])[CH3:78])[C:4]([N:6]1[C@H:10]([C:11](=[O:23])[NH:12][C@H:13]2[C:22]3[C:17](=[CH:18][CH:19]=[CH:20][CH:21]=3)[CH2:16][CH2:15][CH2:14]2)[CH2:9][C@H:8]([NH:24][C:25]([C:27]2[CH:28]=[CH:29][C:30]([O:102][C:101]3[CH:112]=[CH:113][C:98]([CH2:97][C@H:96]([NH:95][C:93](=[O:94])[C@@H:92]([NH:91][CH3:89])[CH3:139])[C:114]([N:115]4[C@H:124]([C:125]([NH:126][C@H:127]5[C:136]6[C:131](=[CH:132][CH:133]=[CH:134][CH:135]=6)[CH2:130][CH2:129][CH2:128]5)=[O:137])[CH2:123][C:122]5[C:117](=[CH:118][CH:119]=[CH:120][CH:121]=5)[CH2:116]4)=[O:138])=[CH:99][CH:100]=3)=[CH:73][CH:74]=2)=[O:26])[CH2:7]1)=[O:5].